This data is from Catalyst prediction with 721,799 reactions and 888 catalyst types from USPTO. The task is: Predict which catalyst facilitates the given reaction. (1) Reactant: [CH3:1][O:2][C:3]1[CH:4]=[C:5]([OH:11])[CH:6]=[CH:7][C:8]=1[O:9][CH3:10].[N+:12]([O-])([OH:14])=[O:13]. Product: [CH3:10][O:9][C:8]1[C:3]([O:2][CH3:1])=[CH:4][C:5]([OH:11])=[C:6]([N+:12]([O-:14])=[O:13])[CH:7]=1. The catalyst class is: 52. (2) Reactant: C(OC([N:6]1[C:10]2=[N:11][CH:12]=[C:13](B3OC(C)(C)C(C)(C)O3)[CH:14]=[C:9]2[CH:8]=[C:7]1[C:24]1[C:29]([F:30])=[CH:28][CH:27]=[CH:26][C:25]=1[F:31])=O)C.[CH2:32]([N:34]1[C:38](OS(C(F)(F)F)(=O)=O)=[CH:37][C:36]([C:47]2[CH:48]=[N:49][CH:50]=[CH:51][CH:52]=2)=[N:35]1)[CH3:33].C([O-])([O-])=O.[K+].[K+]. Product: [F:30][C:29]1[CH:28]=[CH:27][CH:26]=[C:25]([F:31])[C:24]=1[C:7]1[NH:6][C:10]2=[N:11][CH:12]=[C:13]([C:38]3[N:34]([CH2:32][CH3:33])[N:35]=[C:36]([C:47]4[CH:48]=[N:49][CH:50]=[CH:51][CH:52]=4)[CH:37]=3)[CH:14]=[C:9]2[CH:8]=1. The catalyst class is: 75. (3) Reactant: [N:1]1([C:8]([N:10]2[CH2:15][CH2:14][O:13][CH2:12][CH2:11]2)=[O:9])[CH2:7][CH2:6][CH2:5][NH:4][CH2:3][CH2:2]1.C(N(CC)C(C)C)(C)C.[F:25][C:26]([F:38])([F:37])[C:27]1[CH:28]=[CH:29][C:30]2[O:34][C:33](S)=[N:32][C:31]=2[CH:36]=1. Product: [N:10]1([C:8]([N:1]2[CH2:7][CH2:6][CH2:5][N:4]([C:33]3[O:34][C:30]4[CH:29]=[CH:28][C:27]([C:26]([F:38])([F:37])[F:25])=[CH:36][C:31]=4[N:32]=3)[CH2:3][CH2:2]2)=[O:9])[CH2:11][CH2:12][O:13][CH2:14][CH2:15]1. The catalyst class is: 11. (4) Reactant: [CH2:1]([O:3][C:4](=[O:26])[CH2:5][N:6]1[C:12](=[O:13])[CH2:11][C:10]2[CH:14]=[CH:15][C:16]([Cl:18])=[CH:17][C:9]=2[CH:8]([C:19]2[CH:24]=[CH:23][CH:22]=[CH:21][C:20]=2[Cl:25])[CH2:7]1)[CH3:2].[C:27](N=P(N=P(N(C)C)(N(C)C)N(C)C)(N=P(N(C)C)(N(C)C)N(C)C)N=P(N(C)C)(N(C)C)N(C)C)([CH3:30])([CH3:29])[CH3:28].ICC(C)C.Cl. The catalyst class is: 20. Product: [CH2:1]([O:3][C:4](=[O:26])[CH2:5][N:6]1[CH2:7][CH:8]([C:19]2[CH:24]=[CH:23][CH:22]=[CH:21][C:20]=2[Cl:25])[C:9]2[CH:17]=[C:16]([Cl:18])[CH:15]=[CH:14][C:10]=2[CH:11]([CH2:28][CH:27]([CH3:30])[CH3:29])[C:12]1=[O:13])[CH3:2]. (5) Reactant: [I:1][C:2]1[C:7]([OH:8])=[CH:6][CH:5]=[C:4]([CH3:9])[N:3]=1.[C:10]([O-])([O-])=O.[K+].[K+].CI. Product: [I:1][C:2]1[C:7]([O:8][CH3:10])=[CH:6][CH:5]=[C:4]([CH3:9])[N:3]=1. The catalyst class is: 21.